From a dataset of Full USPTO retrosynthesis dataset with 1.9M reactions from patents (1976-2016). Predict the reactants needed to synthesize the given product. (1) Given the product [Cl:1][C:2]1[CH:3]=[C:4]([NH:5][C:24]2[C:29]([C:30]#[N:31])=[CH:28][N:27]=[C:26]3[S:32][CH:33]=[CH:34][C:25]=23)[CH:6]=[CH:7][C:8]=1[S:9][C:10]1[N:11]([CH3:15])[CH:12]=[CH:13][N:14]=1, predict the reactants needed to synthesize it. The reactants are: [Cl:1][C:2]1[CH:3]=[C:4]([CH:6]=[CH:7][C:8]=1[S:9][C:10]1[N:11]([CH3:15])[CH:12]=[CH:13][N:14]=1)[NH2:5].Cl.N1C=CC=CC=1.Cl[C:24]1[C:29]([C:30]#[N:31])=[CH:28][N:27]=[C:26]2[S:32][CH:33]=[CH:34][C:25]=12. (2) Given the product [CH3:1][O:2][C:3]1[CH:4]=[C:5]2[C:10](=[CH:11][C:12]=1[O:13][CH3:14])[N:9]=[CH:8][CH:7]=[C:6]2[O:15][C:16]1[CH:22]=[CH:21][C:19]([NH:20][C:31]([NH:52][C@H:50]([C:46]2[CH:47]=[CH:48][CH:49]=[C:44]([O:43][CH3:42])[CH:45]=2)[CH3:51])=[O:33])=[CH:18][CH:17]=1, predict the reactants needed to synthesize it. The reactants are: [CH3:1][O:2][C:3]1[CH:4]=[C:5]2[C:10](=[CH:11][C:12]=1[O:13][CH3:14])[N:9]=[CH:8][CH:7]=[C:6]2[O:15][C:16]1[CH:22]=[CH:21][C:19]([NH2:20])=[CH:18][CH:17]=1.C(N(CC)CC)C.Cl[C:31](Cl)([O:33]C(=O)OC(Cl)(Cl)Cl)Cl.[CH3:42][O:43][C:44]1[CH:45]=[C:46]([C@@H:50]([NH2:52])[CH3:51])[CH:47]=[CH:48][CH:49]=1. (3) Given the product [S:13]1[CH:14]=[CH:15][N:16]=[C:12]1[NH:11][C:35]([C:28]1[C:29]2[C:34](=[CH:33][CH:32]=[CH:31][CH:30]=2)[N:26]([CH2:2][C:3]2[CH:8]=[CH:7][CH:6]=[C:5]([O:9][CH3:10])[CH:4]=2)[CH:27]=1)=[O:36], predict the reactants needed to synthesize it. The reactants are: Br[CH2:2][C:3]1[CH:8]=[CH:7][CH:6]=[C:5]([O:9][CH3:10])[CH:4]=1.[NH2:11][C:12]1[S:13][CH:14]=[CH:15][N:16]=1.N1C2C(=CC=CC=2)C=C1.[NH:26]1[C:34]2[C:29](=[CH:30][CH:31]=[CH:32][CH:33]=2)[C:28]([C:35](OC)=[O:36])=[CH:27]1. (4) Given the product [NH2:52][C:53]1[CH:58]=[C:57]([F:59])[CH:56]=[CH:55][C:54]=1[NH:60][C:61](=[O:72])[C:62]1[CH:67]=[CH:66][C:65]([NH:68][CH2:69][CH2:70][NH:71][C:19]([C:15]2[C:14]([CH3:22])=[C:13](/[CH:12]=[C:5]3\[C:6](=[O:11])[NH:7][C:8]4[C:4]\3=[CH:3][C:2]([F:1])=[CH:10][CH:9]=4)[NH:17][C:16]=2[CH3:18])=[O:21])=[N:64][CH:63]=1, predict the reactants needed to synthesize it. The reactants are: [F:1][C:2]1[CH:3]=[C:4]2[C:8](=[CH:9][CH:10]=1)[NH:7][C:6](=[O:11])/[C:5]/2=[CH:12]\[C:13]1[NH:17][C:16]([CH3:18])=[C:15]([C:19]([OH:21])=O)[C:14]=1[CH3:22].Cl.C(N=C=NCCCN(C)C)C.OC1C2N=NNC=2C=CC=1.C(N(CC)CC)C.[NH2:52][C:53]1[CH:58]=[C:57]([F:59])[CH:56]=[CH:55][C:54]=1[NH:60][C:61](=[O:72])[C:62]1[CH:67]=[CH:66][C:65]([NH:68][CH2:69][CH2:70][NH2:71])=[N:64][CH:63]=1. (5) Given the product [C:3]([C:5]1[CH:10]=[CH:9][C:8]([O:11][C:12]([N:14]2[CH2:18][CH:17]([CH2:19][C:20]([CH3:23])([CH3:22])[CH3:21])[C:16]3([C:31]4[C:26](=[CH:27][C:28]([Cl:32])=[CH:29][CH:30]=4)[NH:25][C:24]3=[O:33])[CH:15]2[C:34]2[CH:39]=[CH:38][CH:37]=[C:36]([Cl:40])[C:35]=2[F:41])=[O:13])=[CH:7][CH:6]=1)([OH:4])=[O:2], predict the reactants needed to synthesize it. The reactants are: C[O:2][C:3]([C:5]1[CH:10]=[CH:9][C:8]([O:11][C:12]([N:14]2[CH2:18][CH:17]([CH2:19][C:20]([CH3:23])([CH3:22])[CH3:21])[C:16]3([C:31]4[C:26](=[CH:27][C:28]([Cl:32])=[CH:29][CH:30]=4)[NH:25][C:24]3=[O:33])[CH:15]2[C:34]2[CH:39]=[CH:38][CH:37]=[C:36]([Cl:40])[C:35]=2[F:41])=[O:13])=[CH:7][CH:6]=1)=[O:4].[Li+].[OH-].CO. (6) Given the product [CH3:43][S:44]([O:17][CH2:16][CH2:15][C:12]1[CH:13]=[CH:14][C:9]([O:8][CH2:1][C:2]2[CH:3]=[CH:4][CH:5]=[CH:6][CH:7]=2)=[C:10]([C@@H:18]([C:28]2[CH:29]=[CH:30][CH:31]=[CH:32][CH:33]=2)[CH2:19][CH2:20][N:21]([CH:25]([CH3:26])[CH3:27])[CH:22]([CH3:23])[CH3:24])[CH:11]=1)(=[O:46])=[O:45], predict the reactants needed to synthesize it. The reactants are: [CH2:1]([O:8][C:9]1[CH:14]=[CH:13][C:12]([CH2:15][CH2:16][OH:17])=[CH:11][C:10]=1[C@@H:18]([C:28]1[CH:33]=[CH:32][CH:31]=[CH:30][CH:29]=1)[CH2:19][CH2:20][N:21]([CH:25]([CH3:27])[CH3:26])[CH:22]([CH3:24])[CH3:23])[C:2]1[CH:7]=[CH:6][CH:5]=[CH:4][CH:3]=1.C(N(CC)C(C)C)(C)C.[CH3:43][S:44](Cl)(=[O:46])=[O:45]. (7) The reactants are: C([O-])(=O)C.[O:5]=[C:6]1[C@@H:9]([NH3+:10])[CH2:8][NH:7]1.CCN(C(C)C)C(C)C.[C:20]1([CH2:26][CH2:27][CH2:28][CH2:29][O:30][C:31](N2C=CC=CC2=O)=[O:32])[CH:25]=[CH:24][CH:23]=[CH:22][CH:21]=1. Given the product [C:20]1([CH2:26][CH2:27][CH2:28][CH2:29][O:30][C:31](=[O:32])[NH:10][C@H:9]2[CH2:8][NH:7][C:6]2=[O:5])[CH:25]=[CH:24][CH:23]=[CH:22][CH:21]=1, predict the reactants needed to synthesize it. (8) The reactants are: [NH:1]1[CH2:6][CH2:5][C:4](=[O:7])[CH2:3][CH2:2]1.[Cl:8][C:9]1[CH:16]=[CH:15][CH:14]=[CH:13][C:10]=1[CH2:11]Cl. Given the product [Cl:8][C:9]1[CH:16]=[CH:15][CH:14]=[CH:13][C:10]=1[CH2:11][N:1]1[CH2:6][CH2:5][C:4](=[O:7])[CH2:3][CH2:2]1, predict the reactants needed to synthesize it. (9) Given the product [Cl:22][C:23]1[CH:24]=[C:25]([CH:31]=[CH:32][CH:33]=1)[CH2:26][NH:27][C:28]1[N:30]=[CH:4][C:5]2[C:11]3[CH:12]=[CH:13][N:14]=[CH:15][C:10]=3[NH:9][C:8]3[N:16]=[CH:17][CH:18]=[CH:19][C:7]=3[C:6]=2[N:29]=1, predict the reactants needed to synthesize it. The reactants are: CN(/[CH:4]=[C:5]1/[C:6](=O)[C:7]2[CH:19]=[CH:18][CH:17]=[N:16][C:8]=2[NH:9][C:10]2[CH:15]=[N:14][CH:13]=[CH:12][C:11]/1=2)C.[Cl-].[Cl:22][C:23]1[CH:24]=[C:25]([CH:31]=[CH:32][CH:33]=1)[CH2:26][NH:27][C:28]([NH2:30])=[NH2+:29].[O-]CC.[Na+].C(OCC)(=O)C. (10) Given the product [CH3:4][O:5][C:6]1[CH:7]=[CH:8][C:9]2[N:13]=[C:12]([S@:14]([CH2:16][C:17]3[C:22]([CH3:23])=[C:21]([O:24][CH3:25])[C:20]([CH3:26])=[CH:19][N:18]=3)=[O:15])[NH:11][C:10]=2[CH:27]=1, predict the reactants needed to synthesize it. The reactants are: C(O)C.[CH3:4][O:5][C:6]1[CH:7]=[CH:8][C:9]2[N:13]=[C:12]([S:14]([CH2:16][C:17]3[C:22]([CH3:23])=[C:21]([O:24][CH3:25])[C:20]([CH3:26])=[CH:19][N:18]=3)=[O:15])[NH:11][C:10]=2[CH:27]=1.